The task is: Predict the product of the given reaction.. This data is from Forward reaction prediction with 1.9M reactions from USPTO patents (1976-2016). Given the reactants [F:1][C:2]([F:17])([F:16])[C:3]1[CH:4]=[C:5]([CH:13]=[CH:14][CH:15]=1)[C:6]([NH:8][CH2:9][C:10]([OH:12])=O)=[O:7].CN1CCOCC1.C(OC(Cl)=O)C(C)C.[CH2:33]([N:40]1[CH2:44][CH2:43][C@@H:42]([NH2:45])[CH2:41]1)[C:34]1[CH:39]=[CH:38][CH:37]=[CH:36][CH:35]=1, predict the reaction product. The product is: [CH2:33]([N:40]1[CH2:44][CH2:43][C@@H:42]([NH:45][C:10](=[O:12])[CH2:9][NH:8][C:6](=[O:7])[C:5]2[CH:13]=[CH:14][CH:15]=[C:3]([C:2]([F:1])([F:17])[F:16])[CH:4]=2)[CH2:41]1)[C:34]1[CH:35]=[CH:36][CH:37]=[CH:38][CH:39]=1.